Dataset: Full USPTO retrosynthesis dataset with 1.9M reactions from patents (1976-2016). Task: Predict the reactants needed to synthesize the given product. (1) Given the product [C:20]1([C:2]2[C:3]([N:8]3[CH2:13][CH2:12][NH:11][CH2:10][CH2:9]3)=[N:4][CH:5]=[CH:6][CH:7]=2)[CH:25]=[CH:24][CH:23]=[CH:22][CH:21]=1, predict the reactants needed to synthesize it. The reactants are: Br[C:2]1[C:3]([N:8]2[CH2:13][CH2:12][NH:11][CH2:10][CH2:9]2)=[N:4][CH:5]=[CH:6][CH:7]=1.C(=O)([O-])[O-].[Na+].[Na+].[C:20]1(B(O)O)[CH:25]=[CH:24][CH:23]=[CH:22][CH:21]=1. (2) Given the product [CH3:12][C:8]1[CH:9]=[C:10]([CH3:11])[C:2]2[S:1][C:13]([C:15]3[CH:20]=[CH:19][CH:18]=[CH:17][N:16]=3)=[N:14][C:4](=[O:6])[C:3]=2[CH:7]=1, predict the reactants needed to synthesize it. The reactants are: [SH:1][C:2]1[C:10]([CH3:11])=[CH:9][C:8]([CH3:12])=[CH:7][C:3]=1[C:4]([OH:6])=O.[C:13]([C:15]1[CH:20]=[CH:19][CH:18]=[CH:17][N:16]=1)#[N:14]. (3) Given the product [O:45]=[CH:46][C@@H:47]([C@H:49]([C@@H:51]([CH2:53][OH:54])[OH:52])[OH:50])[OH:48].[CH2:60]([OH:69])[C@@H:61]([C@H:63]([C@@H:65]([CH2:67][OH:68])[OH:66])[OH:64])[OH:62], predict the reactants needed to synthesize it. The reactants are: C1C=[N+]([C@@H]2O[C@H](COP(OP(OC[C@H]3O[C@@H](N4C5N=CN=C(N)C=5N=C4)[C@H](O)[C@@H]3O)(O)=O)(O)=O)[C@@H](O)[C@H]2O)C=C(C(N)=O)C=1.[O:45]=[CH:46][C@@H:47]([C@H:49]([C@@H:51]([C@@H:53](CO)[OH:54])[OH:52])[OH:50])[OH:48].C([O-])=O.[CH2:60]([OH:69])[C@@H:61]([C@H:63]([C@@H:65]([CH2:67][OH:68])[OH:66])[OH:64])[OH:62]. (4) Given the product [O:37]=[C:35]1[C:31]2([CH2:32][CH2:33][CH2:34][N:29]([C:40]([O:42][C:43]([CH3:44])([CH3:45])[CH3:46])=[O:41])[CH2:30]2)[CH:47]([C:48]2[CH:53]=[CH:52][CH:51]=[CH:50][CH:49]=2)[NH:54]1, predict the reactants needed to synthesize it. The reactants are: [Li+].CC([N-]C(C)C)C.C1COCC1.CCCCCCC.C(C1C=CC=CC=1)C.[N:29]1([C:40]([O:42][C:43]([CH3:46])([CH3:45])[CH3:44])=[O:41])[CH2:34][CH2:33][CH2:32][CH:31]([C:35]([O:37]CC)=O)[CH2:30]1.[CH:47](=[N:54][Si](C)(C)C)[C:48]1[CH:53]=[CH:52][CH:51]=[CH:50][CH:49]=1. (5) Given the product [Cl:29][C:30]1[CH:37]=[CH:36][CH:35]=[C:34]([F:38])[C:31]=1[C:32]#[CH:3], predict the reactants needed to synthesize it. The reactants are: [Br-].Br[CH2:3][P+](C1C=CC=CC=1)(C1C=CC=CC=1)C1C=CC=CC=1.CC(C)([O-])C.[K+].[Cl:29][C:30]1[CH:37]=[CH:36][CH:35]=[C:34]([F:38])[C:31]=1[CH:32]=O.O. (6) Given the product [CH3:14][C@H:10]1[O:11][CH2:12][CH2:13][NH:8][C@@H:9]1[C:15]([OH:17])=[O:16], predict the reactants needed to synthesize it. The reactants are: C([N:8]1[CH2:13][CH2:12][O:11][C@H:10]([CH3:14])[C@H:9]1[C:15]([O:17]CC1C=CC=CC=1)=[O:16])C1C=CC=CC=1. (7) Given the product [CH2:24]([C:26]([C:29]1[CH:34]=[CH:33][C:32]([CH2:35][CH2:36][C:37]2([OH:43])[CH2:42][CH2:41][CH2:40][CH2:39][CH2:38]2)=[C:31]([CH3:48])[CH:30]=1)([C:49]1[CH:54]=[CH:53][C:52]([B:55]2[O:59][C:58]([CH3:60])([CH3:61])[C:57]([CH3:62])([CH3:63])[O:56]2)=[C:51]([CH3:64])[CH:50]=1)[CH2:27][CH3:28])[CH3:25], predict the reactants needed to synthesize it. The reactants are: [F-].C([N+](CCCC)(CCCC)CCCC)CCC.O1CCCC1.[CH2:24]([C:26]([C:49]1[CH:54]=[CH:53][C:52]([B:55]2[O:59][C:58]([CH3:61])([CH3:60])[C:57]([CH3:63])([CH3:62])[O:56]2)=[C:51]([CH3:64])[CH:50]=1)([C:29]1[CH:34]=[CH:33][C:32]([CH2:35][CH2:36][C:37]2([O:43][Si](C)(C)C)[CH2:42][CH2:41][CH2:40][CH2:39][CH2:38]2)=[C:31]([CH3:48])[CH:30]=1)[CH2:27][CH3:28])[CH3:25].